From a dataset of Peptide-MHC class II binding affinity with 134,281 pairs from IEDB. Regression. Given a peptide amino acid sequence and an MHC pseudo amino acid sequence, predict their binding affinity value. This is MHC class II binding data. (1) The peptide sequence is NSLLTSPLSINTRMT. The MHC is DRB4_0101 with pseudo-sequence DRB4_0103. The binding affinity (normalized) is 0.368. (2) The peptide sequence is EIVQFLEETFAAYDQ. The MHC is HLA-DQA10201-DQB10202 with pseudo-sequence HLA-DQA10201-DQB10202. The binding affinity (normalized) is 0.200. (3) The peptide sequence is YDKFLINVSTVLTGK. The MHC is DRB1_1302 with pseudo-sequence DRB1_1302. The binding affinity (normalized) is 0.790. (4) The peptide sequence is NGRLITANPVVTKKE. The MHC is DRB1_0405 with pseudo-sequence DRB1_0405. The binding affinity (normalized) is 0.185.